This data is from Peptide-MHC class I binding affinity with 185,985 pairs from IEDB/IMGT. The task is: Regression. Given a peptide amino acid sequence and an MHC pseudo amino acid sequence, predict their binding affinity value. This is MHC class I binding data. (1) The peptide sequence is RFIIFLFIL. The MHC is Patr-A0901 with pseudo-sequence Patr-A0901. The binding affinity (normalized) is 0.377. (2) The peptide sequence is IQKDINITHT. The MHC is HLA-A02:01 with pseudo-sequence HLA-A02:01. The binding affinity (normalized) is 0.0270. (3) The peptide sequence is TEDNVPPWL. The MHC is HLA-B40:01 with pseudo-sequence HLA-B40:01. The binding affinity (normalized) is 1.00. (4) The peptide sequence is SSCSSCPLSKI. The MHC is HLA-B40:01 with pseudo-sequence HLA-B40:01. The binding affinity (normalized) is 0.